This data is from Full USPTO retrosynthesis dataset with 1.9M reactions from patents (1976-2016). The task is: Predict the reactants needed to synthesize the given product. (1) Given the product [Cl:1][C:2]1[CH:10]=[C:9]2[C:5]([C:6]([C:17]([N:19]3[CH2:24][CH2:23][C:22]4([C:28]5[CH:29]=[CH:30][CH:31]=[CH:32][C:27]=5[CH2:26][O:25]4)[CH2:21][CH2:20]3)=[O:18])=[CH:7][N:8]2[CH2:11][CH:12]2[CH2:16][CH2:15][N:14]([CH3:33])[CH2:13]2)=[CH:4][CH:3]=1, predict the reactants needed to synthesize it. The reactants are: [Cl:1][C:2]1[CH:10]=[C:9]2[C:5]([C:6]([C:17]([N:19]3[CH2:24][CH2:23][C:22]4([C:28]5[CH:29]=[CH:30][CH:31]=[CH:32][C:27]=5[CH2:26][O:25]4)[CH2:21][CH2:20]3)=[O:18])=[CH:7][N:8]2[CH2:11][CH:12]2[CH2:16][CH2:15][NH:14][CH2:13]2)=[CH:4][CH:3]=1.[CH3:33]C(O)=O.[BH3-]C#N.[Na+]. (2) Given the product [Cl:17][C:12]1[C:11]([NH:10][C:41](=[O:42])[C:40]2[CH:44]=[CH:45][C:37]([CH2:36][C:30]3[C:31](=[O:35])[C:32]([O:33][CH3:34])=[C:27]([O:26][CH3:25])[C:28](=[O:51])[C:29]=3[CH3:50])=[CH:38][C:39]=2[O:46][C:47](=[O:49])[CH3:48])=[CH:16][CH:15]=[CH:14][N:13]=1, predict the reactants needed to synthesize it. The reactants are: [Cl-].ClC1N(C)CC[NH+]1C.[NH2:10][C:11]1[C:12]([Cl:17])=[N:13][CH:14]=[CH:15][CH:16]=1.C(N(CC)CC)C.[CH3:25][O:26][C:27]1[C:28](=[O:51])[C:29]([CH3:50])=[C:30]([CH2:36][C:37]2[CH:45]=[CH:44][C:40]([C:41](O)=[O:42])=[C:39]([O:46][C:47](=[O:49])[CH3:48])[CH:38]=2)[C:31](=[O:35])[C:32]=1[O:33][CH3:34].